Regression. Given two drug SMILES strings and cell line genomic features, predict the synergy score measuring deviation from expected non-interaction effect. From a dataset of NCI-60 drug combinations with 297,098 pairs across 59 cell lines. (1) Drug 1: CC12CCC3C(C1CCC2NC(=O)OCC(F)(F)F)CCC4C3(C=CC(=O)N4C)C. Drug 2: C1=CC(=C(C=C1I)F)NC2=C(C=CC(=C2F)F)C(=O)NOCC(CO)O. Cell line: NCI-H460. Synergy scores: CSS=15.7, Synergy_ZIP=-5.28, Synergy_Bliss=-1.38, Synergy_Loewe=-4.68, Synergy_HSA=2.93. (2) Drug 1: CNC(=O)C1=CC=CC=C1SC2=CC3=C(C=C2)C(=NN3)C=CC4=CC=CC=N4. Drug 2: CC12CCC3C(C1CCC2=O)CC(=C)C4=CC(=O)C=CC34C. Cell line: UO-31. Synergy scores: CSS=39.2, Synergy_ZIP=6.43, Synergy_Bliss=6.15, Synergy_Loewe=6.79, Synergy_HSA=6.17.